Dataset: Full USPTO retrosynthesis dataset with 1.9M reactions from patents (1976-2016). Task: Predict the reactants needed to synthesize the given product. (1) Given the product [Br:1][C:2]1[C:6]2[CH2:7][N:8]([C:11](=[O:12])[CH3:25])[CH2:9][CH2:10][C:5]=2[N:4]([CH:18]2[CH2:23][CH2:22][O:21][CH2:20][CH2:19]2)[N:3]=1, predict the reactants needed to synthesize it. The reactants are: [Br:1][C:2]1[C:6]2[CH2:7][N:8]([C:11](OC(C)(C)C)=[O:12])[CH2:9][CH2:10][C:5]=2[N:4]([CH:18]2[CH2:23][CH2:22][O:21][CH2:20][CH2:19]2)[N:3]=1.F[C:25](F)(F)C(O)=O.C(N(CC)CC)C.C(OC(=O)C)(=O)C. (2) Given the product [NH2:1][C:2]1[C:3]([C:19]([OH:21])=[O:20])=[N:4][C:5]([C:12]2[CH:13]=[CH:14][C:15]([F:18])=[CH:16][CH:17]=2)=[C:6]([C:8]([F:10])([F:9])[F:11])[CH:7]=1, predict the reactants needed to synthesize it. The reactants are: [NH2:1][C:2]1[C:3]([C:19]([O:21]C)=[O:20])=[N:4][C:5]([C:12]2[CH:17]=[CH:16][C:15]([F:18])=[CH:14][CH:13]=2)=[C:6]([C:8]([F:11])([F:10])[F:9])[CH:7]=1.[OH-].[Na+].Cl.